This data is from Reaction yield outcomes from USPTO patents with 853,638 reactions. The task is: Predict the reaction yield, written as a fraction of the theoretical maximum amount of product (1.0 means a 100% yield; for example, 0.34 means a 34% yield). The reactants are Cl[CH2:2][CH2:3][CH2:4][N:5]1[C:10]2[CH:11]=[CH:12][C:13]([F:15])=[CH:14][C:9]=2[O:8][CH2:7][C:6]1=[O:16].C([O-])([O-])=O.[K+].[K+].[Na+].[I-].[CH2:25]([CH:29]1[CH2:34][CH2:33][NH:32][CH2:31][CH2:30]1)[CH2:26][CH2:27][CH3:28]. The catalyst is CCCCCCC.CCOC(C)=O. The product is [CH2:25]([CH:29]1[CH2:34][CH2:33][N:32]([CH2:2][CH2:3][CH2:4][N:5]2[C:10]3[CH:11]=[CH:12][C:13]([F:15])=[CH:14][C:9]=3[O:8][CH2:7][C:6]2=[O:16])[CH2:31][CH2:30]1)[CH2:26][CH2:27][CH3:28]. The yield is 0.460.